From a dataset of Reaction yield outcomes from USPTO patents with 853,638 reactions. Predict the reaction yield, written as a fraction of the theoretical maximum amount of product (1.0 means a 100% yield; for example, 0.34 means a 34% yield). (1) The reactants are Br[C:2]1[C:11]2[C:6](=[CH:7][CH:8]=[CH:9][CH:10]=2)[C:5]([NH:12][C:13](=[O:19])[O:14][C:15]([CH3:18])([CH3:17])[CH3:16])=[CH:4][CH:3]=1.[Li]CCCC.CN([CH:28]=[O:29])C.O. The catalyst is C1COCC1. The product is [CH:28]([C:2]1[C:11]2[C:6](=[CH:7][CH:8]=[CH:9][CH:10]=2)[C:5]([NH:12][C:13](=[O:19])[O:14][C:15]([CH3:18])([CH3:17])[CH3:16])=[CH:4][CH:3]=1)=[O:29]. The yield is 0.870. (2) The reactants are [Cl:1][C:2]1[CH:18]=[C:17]([F:19])[C:5]2[CH2:6][CH2:7][N:8]([C:11](=[O:16])[C:12]([F:15])([F:14])[F:13])[CH2:9][CH2:10][C:4]=2[C:3]=1OS(C(F)(F)F)(=O)=O.[F:28][C:29]1[CH:30]=[C:31]([CH:34]=[CH:35][CH:36]=1)[CH2:32][NH2:33]. No catalyst specified. The product is [Cl:1][C:2]1[CH:18]=[C:17]([F:19])[C:5]2[CH2:6][CH2:7][N:8]([C:11](=[O:16])[C:12]([F:13])([F:15])[F:14])[CH2:9][CH2:10][C:4]=2[C:3]=1[NH:33][CH2:32][C:31]1[CH:34]=[CH:35][CH:36]=[C:29]([F:28])[CH:30]=1. The yield is 0.280.